This data is from NCI-60 drug combinations with 297,098 pairs across 59 cell lines. The task is: Regression. Given two drug SMILES strings and cell line genomic features, predict the synergy score measuring deviation from expected non-interaction effect. (1) Drug 1: CCC1(CC2CC(C3=C(CCN(C2)C1)C4=CC=CC=C4N3)(C5=C(C=C6C(=C5)C78CCN9C7C(C=CC9)(C(C(C8N6C=O)(C(=O)OC)O)OC(=O)C)CC)OC)C(=O)OC)O.OS(=O)(=O)O. Drug 2: C#CCC(CC1=CN=C2C(=N1)C(=NC(=N2)N)N)C3=CC=C(C=C3)C(=O)NC(CCC(=O)O)C(=O)O. Cell line: RPMI-8226. Synergy scores: CSS=69.7, Synergy_ZIP=0.774, Synergy_Bliss=-3.37, Synergy_Loewe=-12.7, Synergy_HSA=-3.25. (2) Drug 1: CN(C)C1=NC(=NC(=N1)N(C)C)N(C)C. Drug 2: C1=NC2=C(N=C(N=C2N1C3C(C(C(O3)CO)O)O)F)N. Cell line: SR. Synergy scores: CSS=5.70, Synergy_ZIP=-2.81, Synergy_Bliss=-3.36, Synergy_Loewe=-2.00, Synergy_HSA=-2.03. (3) Drug 1: C1=NC2=C(N=C(N=C2N1C3C(C(C(O3)CO)O)O)F)N. Drug 2: CC1CCC2CC(C(=CC=CC=CC(CC(C(=O)C(C(C(=CC(C(=O)CC(OC(=O)C3CCCCN3C(=O)C(=O)C1(O2)O)C(C)CC4CCC(C(C4)OC)OCCO)C)C)O)OC)C)C)C)OC. Cell line: SK-MEL-5. Synergy scores: CSS=5.09, Synergy_ZIP=0.0946, Synergy_Bliss=1.76, Synergy_Loewe=1.19, Synergy_HSA=1.25. (4) Drug 1: CCN(CC)CCCC(C)NC1=C2C=C(C=CC2=NC3=C1C=CC(=C3)Cl)OC. Drug 2: CC1C(C(CC(O1)OC2CC(CC3=C2C(=C4C(=C3O)C(=O)C5=CC=CC=C5C4=O)O)(C(=O)C)O)N)O. Cell line: ACHN. Synergy scores: CSS=49.7, Synergy_ZIP=-7.68, Synergy_Bliss=-12.2, Synergy_Loewe=-20.5, Synergy_HSA=-9.88.